From a dataset of Catalyst prediction with 721,799 reactions and 888 catalyst types from USPTO. Predict which catalyst facilitates the given reaction. Reactant: [CH2:1](Br)[C:2]#[C:3][CH3:4].[CH2:6]([O:8][C:9]([CH2:11][NH:12][C:13](=[N:21][C:22]#[N:23])[O:14][C:15]1[CH:20]=[CH:19][CH:18]=[CH:17][CH:16]=1)=[O:10])[CH3:7].C(=O)([O-])[O-].[K+].[K+]. Product: [CH2:6]([O:8][C:9]([CH2:11][N:12]([CH2:1][C:2]#[C:3][CH3:4])[C:13](=[N:21][C:22]#[N:23])[O:14][C:15]1[CH:20]=[CH:19][CH:18]=[CH:17][CH:16]=1)=[O:10])[CH3:7]. The catalyst class is: 21.